From a dataset of Forward reaction prediction with 1.9M reactions from USPTO patents (1976-2016). Predict the product of the given reaction. The product is: [CH:12]1([CH:17]([C:7]2[C:2]([Cl:1])=[N:3][C:4]([S:9][CH3:10])=[N:5][C:6]=2[Cl:8])[OH:18])[CH2:16][CH2:15][CH2:14][CH2:13]1. Given the reactants [Cl:1][C:2]1[CH:7]=[C:6]([Cl:8])[N:5]=[C:4]([S:9][CH3:10])[N:3]=1.[Li].[CH:12]1([CH:17]=[O:18])[CH2:16][CH2:15][CH2:14][CH2:13]1, predict the reaction product.